This data is from Catalyst prediction with 721,799 reactions and 888 catalyst types from USPTO. The task is: Predict which catalyst facilitates the given reaction. (1) Reactant: [CH2:1]([NH:8][CH3:9])[C:2]1[CH:7]=[CH:6][CH:5]=[CH:4][CH:3]=1.C(O)(=O)C.C(O[BH-](OC(=O)C)OC(=O)C)(=O)C.[Na+].O=[C:29]1[CH2:34][CH2:33][N:32]([C:35]([O:37][C:38]([CH3:41])([CH3:40])[CH3:39])=[O:36])[CH2:31][CH2:30]1.C(=O)([O-])O.[Na+]. Product: [CH2:1]([N:8]([CH:29]1[CH2:34][CH2:33][N:32]([C:35]([O:37][C:38]([CH3:41])([CH3:40])[CH3:39])=[O:36])[CH2:31][CH2:30]1)[CH3:9])[C:2]1[CH:7]=[CH:6][CH:5]=[CH:4][CH:3]=1. The catalyst class is: 4. (2) Reactant: [CH2:1]([O:8][C@@H:9]1[C@@H:14]([O:15][CH2:16][C:17]2[CH:22]=[CH:21][CH:20]=[CH:19][CH:18]=2)[C@@H:13]([O:23][CH2:24][C:25]2[CH:30]=[CH:29][CH:28]=[CH:27][CH:26]=2)[C@@H:12]([CH2:31][O:32][CH2:33][C:34]2[CH:39]=[CH:38][CH:37]=[CH:36][CH:35]=2)[O:11][C@:10]21[C:47]1[C:42](=[CH:43][C:44]([CH3:50])=[C:45]([CH2:48]Cl)[CH:46]=1)[CH2:41][O:40]2)[C:2]1[CH:7]=[CH:6][CH:5]=[CH:4][CH:3]=1.[CH:51]([C:53]1[CH:58]=[CH:57][C:56](B(O)O)=[CH:55][CH:54]=1)=[O:52].C(=O)([O-])[O-].[Na+].[Na+]. Product: [CH2:1]([O:8][C@@H:9]1[C@@H:14]([O:15][CH2:16][C:17]2[CH:22]=[CH:21][CH:20]=[CH:19][CH:18]=2)[C@@H:13]([O:23][CH2:24][C:25]2[CH:30]=[CH:29][CH:28]=[CH:27][CH:26]=2)[C@@H:12]([CH2:31][O:32][CH2:33][C:34]2[CH:39]=[CH:38][CH:37]=[CH:36][CH:35]=2)[O:11][C@:10]21[C:47]1[C:42](=[CH:43][C:44]([CH3:50])=[C:45]([CH2:48][C:56]3[CH:57]=[CH:58][C:53]([CH:51]=[O:52])=[CH:54][CH:55]=3)[CH:46]=1)[CH2:41][O:40]2)[C:2]1[CH:7]=[CH:6][CH:5]=[CH:4][CH:3]=1. The catalyst class is: 596. (3) Reactant: [CH:1]1([NH:6][C:7]2[C:12]([C:13]#[N:14])=[CH:11][N:10]=[C:9](S(C)=O)[N:8]=2)[CH2:5][CH2:4][CH2:3][CH2:2]1.[C:18]([O:22][C:23]([N:25]1[CH2:30][CH2:29][N:28]([C:31]2[CH:32]=[N:33][C:34]([NH2:37])=[CH:35][CH:36]=2)[CH2:27][CH2:26]1)=[O:24])([CH3:21])([CH3:20])[CH3:19]. Product: [C:18]([O:22][C:23]([N:25]1[CH2:30][CH2:29][N:28]([C:31]2[CH:32]=[N:33][C:34]([NH:37][C:9]3[N:8]=[C:7]([NH:6][CH:1]4[CH2:5][CH2:4][CH2:3][CH2:2]4)[C:12]([C:13]#[N:14])=[CH:11][N:10]=3)=[CH:35][CH:36]=2)[CH2:27][CH2:26]1)=[O:24])([CH3:21])([CH3:19])[CH3:20]. The catalyst class is: 11. (4) Reactant: [F:1][C:2]1[CH:3]=[C:4]([S:9](Cl)(=[O:11])=[O:10])[CH:5]=[CH:6][C:7]=1[CH3:8].N1C=CC=CC=1.[NH2:19][C:20]1[CH:24]=[CH:23][S:22][C:21]=1[C:25]([O:27][CH3:28])=[O:26]. Product: [F:1][C:2]1[CH:3]=[C:4]([S:9]([NH:19][C:20]2[CH:24]=[CH:23][S:22][C:21]=2[C:25]([O:27][CH3:28])=[O:26])(=[O:11])=[O:10])[CH:5]=[CH:6][C:7]=1[CH3:8]. The catalyst class is: 46.